Dataset: Peptide-MHC class I binding affinity with 185,985 pairs from IEDB/IMGT. Task: Regression. Given a peptide amino acid sequence and an MHC pseudo amino acid sequence, predict their binding affinity value. This is MHC class I binding data. (1) The peptide sequence is RRRLRTLVL. The MHC is HLA-C06:02 with pseudo-sequence HLA-C06:02. The binding affinity (normalized) is 0.637. (2) The MHC is HLA-A24:02 with pseudo-sequence HLA-A24:02. The peptide sequence is QPEWFRNVL. The binding affinity (normalized) is 0.0847.